This data is from Full USPTO retrosynthesis dataset with 1.9M reactions from patents (1976-2016). The task is: Predict the reactants needed to synthesize the given product. (1) Given the product [C:24]1([C:23]2[CH:19]=[CH:20][CH:21]=[CH:16][CH:22]=2)[CH:25]=[CH:26][CH:27]=[CH:28][CH:29]=1, predict the reactants needed to synthesize it. The reactants are: C([Zn]CC)C.FC(F)(F)C(O)=O.ICI.[C:16]1(/[CH:22]=[CH:23]/[C:24]2[CH:29]=[CH:28][CH:27]=[CH:26][CH:25]=2)[CH:21]=[CH:20][CH:19]=CC=1. (2) The reactants are: C([O:8][C:9]1[CH:14]=[CH:13][CH:12]=[CH:11][C:10]=1[C:15]1([C:18]2[S:19][C:20]([CH3:33])=[C:21]([C:23]3[CH:28]=[C:27]([CH3:29])[C:26]([O:30][CH3:31])=[CH:25][C:24]=3[Cl:32])[N:22]=2)[CH2:17][CH2:16]1)C1C=CC=CC=1.C(O)C.C1CC=CCC=1. Given the product [Cl:32][C:24]1[CH:25]=[C:26]([O:30][CH3:31])[C:27]([CH3:29])=[CH:28][C:23]=1[C:21]1[N:22]=[C:18]([C:15]2([C:10]3[CH:11]=[CH:12][CH:13]=[CH:14][C:9]=3[OH:8])[CH2:17][CH2:16]2)[S:19][C:20]=1[CH3:33], predict the reactants needed to synthesize it.